Dataset: Full USPTO retrosynthesis dataset with 1.9M reactions from patents (1976-2016). Task: Predict the reactants needed to synthesize the given product. Given the product [NH2:8][C@H:9]1[CH2:13][CH2:12][N:11]([C:14]2[C:19]([C:20]([O:22][CH:23]([CH3:25])[CH3:24])=[O:21])=[CH:18][CH:17]=[CH:16][N:15]=2)[CH2:10]1, predict the reactants needed to synthesize it. The reactants are: CC(OC([NH:8][C@H:9]1[CH2:13][CH2:12][N:11]([C:14]2[C:19]([C:20]([O:22][CH:23]([CH3:25])[CH3:24])=[O:21])=[CH:18][CH:17]=[CH:16][N:15]=2)[CH2:10]1)=O)(C)C.C(O)(C(F)(F)F)=O.C([O-])(O)=O.[Na+].